The task is: Regression. Given two drug SMILES strings and cell line genomic features, predict the synergy score measuring deviation from expected non-interaction effect.. This data is from NCI-60 drug combinations with 297,098 pairs across 59 cell lines. (1) Drug 1: CC1CCC2CC(C(=CC=CC=CC(CC(C(=O)C(C(C(=CC(C(=O)CC(OC(=O)C3CCCCN3C(=O)C(=O)C1(O2)O)C(C)CC4CCC(C(C4)OC)OCCO)C)C)O)OC)C)C)C)OC. Drug 2: C1=CN(C=N1)CC(O)(P(=O)(O)O)P(=O)(O)O. Cell line: SF-295. Synergy scores: CSS=24.8, Synergy_ZIP=3.07, Synergy_Bliss=5.99, Synergy_Loewe=-7.00, Synergy_HSA=5.16. (2) Drug 1: CC1CCC2CC(C(=CC=CC=CC(CC(C(=O)C(C(C(=CC(C(=O)CC(OC(=O)C3CCCCN3C(=O)C(=O)C1(O2)O)C(C)CC4CCC(C(C4)OC)OCCO)C)C)O)OC)C)C)C)OC. Drug 2: COC1=C2C(=CC3=C1OC=C3)C=CC(=O)O2. Cell line: A549. Synergy scores: CSS=2.38, Synergy_ZIP=0.148, Synergy_Bliss=1.89, Synergy_Loewe=-4.15, Synergy_HSA=-0.205. (3) Drug 1: CC12CCC3C(C1CCC2NC(=O)OCC(F)(F)F)CCC4C3(C=CC(=O)N4C)C. Drug 2: CC1=C(C(=CC=C1)Cl)NC(=O)C2=CN=C(S2)NC3=CC(=NC(=N3)C)N4CCN(CC4)CCO. Cell line: HCT116. Synergy scores: CSS=-6.74, Synergy_ZIP=0.519, Synergy_Bliss=-9.59, Synergy_Loewe=-14.4, Synergy_HSA=-14.4. (4) Drug 1: CS(=O)(=O)C1=CC(=C(C=C1)C(=O)NC2=CC(=C(C=C2)Cl)C3=CC=CC=N3)Cl. Drug 2: C#CCC(CC1=CN=C2C(=N1)C(=NC(=N2)N)N)C3=CC=C(C=C3)C(=O)NC(CCC(=O)O)C(=O)O. Cell line: SN12C. Synergy scores: CSS=5.90, Synergy_ZIP=-1.10, Synergy_Bliss=2.38, Synergy_Loewe=0.990, Synergy_HSA=2.18. (5) Drug 1: CN(C)C1=NC(=NC(=N1)N(C)C)N(C)C. Drug 2: CN(C(=O)NC(C=O)C(C(C(CO)O)O)O)N=O. Cell line: NCI-H226. Synergy scores: CSS=-1.65, Synergy_ZIP=0.310, Synergy_Bliss=-2.05, Synergy_Loewe=-5.54, Synergy_HSA=-4.57. (6) Synergy scores: CSS=33.7, Synergy_ZIP=-0.990, Synergy_Bliss=4.02, Synergy_Loewe=-5.80, Synergy_HSA=0.783. Drug 2: CN(CCCl)CCCl.Cl. Drug 1: C1=NC2=C(N1)C(=S)N=CN2. Cell line: SF-539. (7) Drug 1: CNC(=O)C1=NC=CC(=C1)OC2=CC=C(C=C2)NC(=O)NC3=CC(=C(C=C3)Cl)C(F)(F)F. Drug 2: CCC1(CC2CC(C3=C(CCN(C2)C1)C4=CC=CC=C4N3)(C5=C(C=C6C(=C5)C78CCN9C7C(C=CC9)(C(C(C8N6C)(C(=O)OC)O)OC(=O)C)CC)OC)C(=O)OC)O.OS(=O)(=O)O. Cell line: HCT-15. Synergy scores: CSS=2.87, Synergy_ZIP=-0.264, Synergy_Bliss=-0.382, Synergy_Loewe=0.493, Synergy_HSA=-1.10.